Dataset: Peptide-MHC class II binding affinity with 134,281 pairs from IEDB. Task: Regression. Given a peptide amino acid sequence and an MHC pseudo amino acid sequence, predict their binding affinity value. This is MHC class II binding data. (1) The peptide sequence is ELQLKDGRRIVVPCR. The MHC is DRB3_0301 with pseudo-sequence DRB3_0301. The binding affinity (normalized) is 0.548. (2) The peptide sequence is VCGMFTNRSGSQQWR. The MHC is HLA-DPA10103-DPB10301 with pseudo-sequence HLA-DPA10103-DPB10301. The binding affinity (normalized) is 0.